Dataset: Reaction yield outcomes from USPTO patents with 853,638 reactions. Task: Predict the reaction yield, written as a fraction of the theoretical maximum amount of product (1.0 means a 100% yield; for example, 0.34 means a 34% yield). (1) The reactants are [Cl:1][C:2]1[CH:3]=[C:4]([C:25]([O:27]CC)=O)[C:5]2[C:6](=O)[CH:7]([C:18]3[N:19]([CH3:23])[CH:20]=[CH:21][N:22]=3)[CH:8]([C:12]3[CH:17]=[CH:16][CH:15]=[CH:14][CH:13]=3)[NH:9][C:10]=2[CH:11]=1.O.[NH2:31][NH2:32]. The catalyst is CO. The product is [Cl:1][C:2]1[CH:11]=[C:10]2[NH:9][CH:8]([C:12]3[CH:13]=[CH:14][CH:15]=[CH:16][CH:17]=3)[CH:7]([C:18]3[N:19]([CH3:23])[CH:20]=[CH:21][N:22]=3)[C:6]3=[N:31][NH:32][C:25](=[O:27])[C:4]([CH:3]=1)=[C:5]23. The yield is 0.140. (2) The reactants are Cl[C:2]1[CH:8]=[CH:7][C:5]([NH2:6])=[CH:4][C:3]=1[N+:9]([O-:11])=[O:10].[OH:12][C:13]1[CH:18]=[CH:17][C:16]([SH:19])=[CH:15][CH:14]=1.C(=O)([O-])[O-].[Cs+].[Cs+].C(OCC)(=O)C. The catalyst is CS(C)=O. The product is [NH2:6][C:5]1[CH:7]=[CH:8][C:2]([S:19][C:16]2[CH:17]=[CH:18][C:13]([OH:12])=[CH:14][CH:15]=2)=[C:3]([N+:9]([O-:11])=[O:10])[CH:4]=1. The yield is 0.920. (3) The catalyst is C1COCC1. The yield is 0.970. The product is [C:16]1([C:15]([C:28]2[CH:33]=[CH:32][CH:31]=[CH:30][CH:29]=2)([C:22]2[CH:23]=[CH:24][CH:25]=[CH:26][CH:27]=2)[N:13]2[CH:14]=[C:10]([CH:9]([P:4](=[O:8])([O:5][CH2:6][CH3:7])[O:3][CH2:1][CH3:2])[CH3:34])[N:11]=[CH:12]2)[CH:21]=[CH:20][CH:19]=[CH:18][CH:17]=1. The reactants are [CH2:1]([O:3][P:4]([CH2:9][C:10]1[N:11]=[CH:12][N:13]([C:15]([C:28]2[CH:33]=[CH:32][CH:31]=[CH:30][CH:29]=2)([C:22]2[CH:27]=[CH:26][CH:25]=[CH:24][CH:23]=2)[C:16]2[CH:21]=[CH:20][CH:19]=[CH:18][CH:17]=2)[CH:14]=1)(=[O:8])[O:5][CH2:6][CH3:7])[CH3:2].[CH3:34]CCCCC.C([Li])CCC.CI. (4) The reactants are [Cl:1][C:2]1[CH:3]=[C:4]([C:9](=[O:11])[CH3:10])[CH:5]=[CH:6][C:7]=1[OH:8].[C:12]1(P(C2C=CC=CC=2)C2C=CC=CC=2)[CH:17]=CC=C[CH:13]=1.CC(OC(/N=N/C(OC(C)C)=O)=O)C.CC(O)C. The catalyst is C1COCC1. The product is [Cl:1][C:2]1[CH:3]=[C:4]([C:9](=[O:11])[CH3:10])[CH:5]=[CH:6][C:7]=1[O:8][CH:12]([CH3:17])[CH3:13]. The yield is 0.830. (5) The reactants are [NH2:1][C:2]1[N:10]=[C:9]([O:11][C@@H:12]([CH3:16])[CH2:13][CH2:14][CH3:15])[N:8]=[C:7]2[C:3]=1[NH:4][C:5](=[O:28])[N:6]2[CH2:17][CH2:18][CH2:19][CH2:20][CH2:21][N:22]1[CH2:27][CH2:26][CH2:25][CH2:24][CH2:23]1.[C:29]([OH:36])(=[O:35])/[CH:30]=[CH:31]\[C:32]([OH:34])=[O:33]. The catalyst is C(O)(C)C. The product is [C:29]([OH:36])(=[O:35])/[CH:30]=[CH:31]\[C:32]([OH:34])=[O:33].[NH2:1][C:2]1[N:10]=[C:9]([O:11][C@@H:12]([CH3:16])[CH2:13][CH2:14][CH3:15])[N:8]=[C:7]2[C:3]=1[NH:4][C:5](=[O:28])[N:6]2[CH2:17][CH2:18][CH2:19][CH2:20][CH2:21][N:22]1[CH2:23][CH2:24][CH2:25][CH2:26][CH2:27]1. The yield is 0.610. (6) The reactants are [CH:1]1([CH2:6]O)[CH2:5][CH2:4][CH2:3][CH2:2]1.C(N(CC)CC)C.CS([Cl:19])(=O)=O.O.[NH2:21][NH2:22]. The catalyst is O1CCCC1.C(O)C.O. The product is [ClH:19].[ClH:19].[CH:1]1([CH2:6][NH:21][NH2:22])[CH2:5][CH2:4][CH2:3][CH2:2]1. The yield is 0.640.